This data is from Forward reaction prediction with 1.9M reactions from USPTO patents (1976-2016). The task is: Predict the product of the given reaction. (1) Given the reactants [Br:1][C:2]1[CH:3]=[C:4]2[C:8](=[CH:9][CH:10]=1)[N:7]([CH2:11][CH2:12][CH2:13][CH2:14][C:15]([O:17][CH2:18][CH3:19])=[O:16])[CH2:6][CH2:5]2.[C:20](=O)([O-])[O-:21].[K+].[K+], predict the reaction product. The product is: [Br:1][C:2]1[CH:3]=[C:4]2[C:8](=[C:9]([CH:20]=[O:21])[CH:10]=1)[N:7]([CH2:11][CH2:12][CH2:13][CH2:14][C:15]([O:17][CH2:18][CH3:19])=[O:16])[CH2:6][CH2:5]2. (2) Given the reactants Br[C:2]1[CH:9]=[CH:8][C:5]([C:6]#[N:7])=[CH:4][CH:3]=1.[NH2:10][C@H:11]([C:15]([OH:17])=[O:16])[CH:12]([CH3:14])[CH3:13].[O-]P([O-])([O-])=O.[K+].[K+].[K+].C([O-])([O-])=O.[K+].[K+].[CH2:32](I)[CH3:33], predict the reaction product. The product is: [C:6]([C:5]1[CH:8]=[CH:9][C:2]([NH:10][C@@H:11]([CH:12]([CH3:14])[CH3:13])[C:15]([O:17][CH2:32][CH3:33])=[O:16])=[CH:3][CH:4]=1)#[N:7].